Dataset: Reaction yield outcomes from USPTO patents with 853,638 reactions. Task: Predict the reaction yield, written as a fraction of the theoretical maximum amount of product (1.0 means a 100% yield; for example, 0.34 means a 34% yield). (1) The reactants are Cl[C:2]1[C:11]2[C:6](=[CH:7][C:8]3[CH:15]=[C:14]([O:16][CH3:17])[C:13]([O:18][CH3:19])=[CH:12][C:9]=3[CH:10]=2)[N:5]=[CH:4][C:3]=1[C:20]#[N:21].[Cl:22][C:23]1[C:29]([O:30][CH3:31])=[CH:28][C:26]([NH2:27])=[C:25]([CH3:32])[CH:24]=1.Cl.N1C=CC=CC=1. The catalyst is C(OCCO)C. The product is [Cl:22][C:23]1[C:29]([O:30][CH3:31])=[CH:28][C:26]([NH:27][C:2]2[C:11]3[C:6](=[CH:7][C:8]4[CH:15]=[C:14]([O:16][CH3:17])[C:13]([O:18][CH3:19])=[CH:12][C:9]=4[CH:10]=3)[N:5]=[CH:4][C:3]=2[C:20]#[N:21])=[C:25]([CH3:32])[CH:24]=1. The yield is 0.821. (2) The reactants are [C:1]1([C:7]2[C:20]3[C:15](=[CH:16][CH:17]=[CH:18][CH:19]=3)[C:14](B(O)O)=[C:13]3[C:8]=2[CH:9]=[CH:10][CH:11]=[CH:12]3)[CH:6]=[CH:5][CH:4]=[CH:3][CH:2]=1.[Br:24][C:25]1[CH:30]=[CH:29][C:28](Br)=[CH:27][CH:26]=1.C(=O)([O-])[O-].[Na+].[Na+]. The catalyst is C1(C)C=CC=CC=1.C(O)C. The product is [C:1]1([C:7]2[C:20]3[C:15]([C:14]([C:28]4[CH:29]=[CH:30][C:25]([Br:24])=[CH:26][CH:27]=4)=[C:13]4[C:8]=2[CH:9]=[CH:10][CH:11]=[CH:12]4)=[CH:16][CH:17]=[CH:18][CH:19]=3)[CH:6]=[CH:5][CH:4]=[CH:3][CH:2]=1. The yield is 0.438. (3) The reactants are [F:1][C:2]1[CH:7]=[C:6](I)[CH:5]=[CH:4][C:3]=1[N:9]1[CH:14]=[C:13]([O:15][CH3:16])[C:12](=[O:17])[C:11]([C:18]([N:20]([O:22][CH3:23])[CH3:21])=[O:19])=[N:10]1.[NH:24]1[CH:28]=[CH:27][CH:26]=[N:25]1.C(=NO)C1C(=CC=CC=1)O.C([O-])([O-])=O.[Cs+].[Cs+]. The catalyst is CC#N.O. The product is [F:1][C:2]1[CH:7]=[C:6]([N:24]2[CH:28]=[CH:27][CH:26]=[N:25]2)[CH:5]=[CH:4][C:3]=1[N:9]1[CH:14]=[C:13]([O:15][CH3:16])[C:12](=[O:17])[C:11]([C:18]([N:20]([O:22][CH3:23])[CH3:21])=[O:19])=[N:10]1. The yield is 0.250. (4) The reactants are [Cl:1][C:2]1[C:3]([NH:15][CH:16]2[CH2:21][CH2:20][CH2:19][CH:18]([CH2:22][N:23]3C(=O)C4C(=CC=CC=4)C3=O)[CH2:17]2)=[N:4][C:5]([NH:8][C:9]2[CH:10]=[N:11][N:12]([CH3:14])[CH:13]=2)=[N:6][CH:7]=1.O.NN. The catalyst is CCO. The product is [NH2:23][CH2:22][CH:18]1[CH2:19][CH2:20][CH2:21][CH:16]([NH:15][C:3]2[C:2]([Cl:1])=[CH:7][N:6]=[C:5]([NH:8][C:9]3[CH:10]=[N:11][N:12]([CH3:14])[CH:13]=3)[N:4]=2)[CH2:17]1. The yield is 0.540. (5) The reactants are [I:1][C:2]1[CH:3]=[C:4]2[C:8](=[CH:9][CH:10]=1)[NH:7][C:6](=[O:11])[C:5]2=O.[NH:13]([C:15](=[O:27])[CH2:16][O:17][C:18]1[CH:26]=[CH:25][C:21]([C:22]([OH:24])=[O:23])=[CH:20][CH:19]=1)[NH2:14]. The catalyst is C(O)(=O)C. The product is [I:1][C:2]1[CH:3]=[C:4]2[C:8](=[CH:9][CH:10]=1)[NH:7][C:6](=[O:11])[C:5]2=[N:14][NH:13][C:15](=[O:27])[CH2:16][O:17][C:18]1[CH:26]=[CH:25][C:21]([C:22]([OH:24])=[O:23])=[CH:20][CH:19]=1. The yield is 0.0700.